Dataset: Catalyst prediction with 721,799 reactions and 888 catalyst types from USPTO. Task: Predict which catalyst facilitates the given reaction. (1) Reactant: Cl[C:2]1[CH:30]=[CH:29][C:5]2[S:6][C:7]([S:10]([N:13]3[CH2:18][CH2:17][N:16]([C:19]4[C:24]([C:25]([F:28])([F:27])[F:26])=[CH:23][CH:22]=[CH:21][N:20]=4)[CH2:15][CH2:14]3)(=[O:12])=[O:11])=[C:8]([CH3:9])[C:4]=2[CH:3]=1.C(O[Na])(C)(C)C.[NH:37]1[CH2:42][CH2:41][O:40][CH2:39][CH2:38]1. Product: [CH3:9][C:8]1[C:4]2[CH:3]=[C:2]([N:37]3[CH2:42][CH2:41][O:40][CH2:39][CH2:38]3)[CH:30]=[CH:29][C:5]=2[S:6][C:7]=1[S:10]([N:13]1[CH2:18][CH2:17][N:16]([C:19]2[C:24]([C:25]([F:26])([F:28])[F:27])=[CH:23][CH:22]=[CH:21][N:20]=2)[CH2:15][CH2:14]1)(=[O:12])=[O:11]. The catalyst class is: 110. (2) The catalyst class is: 2. Product: [NH2:7][C@H:8]1[CH2:13][CH2:12][C@H:11]([CH2:14][C:15]#[N:16])[CH2:10][CH2:9]1. Reactant: C(OC(=O)[NH:7][C@H:8]1[CH2:13][CH2:12][C@H:11]([CH2:14][C:15]#[N:16])[CH2:10][CH2:9]1)(C)(C)C.FC(F)(F)C(O)=O. (3) Reactant: C([O:3][C:4](=O)[CH2:5][N:6]([CH2:20][C:21]1[CH:26]=[CH:25][CH:24]=[CH:23][CH:22]=1)[S:7]([C:10]1[CH:15]=[CH:14][CH:13]=[CH:12][C:11]=1[C:16]([F:19])([F:18])[F:17])(=[O:9])=[O:8])C.O.[NH2:29][NH2:30]. Product: [CH2:20]([N:6]([CH2:5][C:4]([NH:29][NH2:30])=[O:3])[S:7]([C:10]1[CH:15]=[CH:14][CH:13]=[CH:12][C:11]=1[C:16]([F:19])([F:18])[F:17])(=[O:9])=[O:8])[C:21]1[CH:26]=[CH:25][CH:24]=[CH:23][CH:22]=1. The catalyst class is: 8. (4) Reactant: [NH2:1][C:2]1[C:7]([O:8][CH2:9][C:10]2[CH:15]=[CH:14][CH:13]=[CH:12][CH:11]=2)=[CH:6][CH:5]=[CH:4][N:3]=1.[N+:16]([CH2:18][C:19]([O:21][CH3:22])=[O:20])#[C-:17].[CH:23](=O)[CH3:24]. Product: [CH3:22][O:21][C:19](=[O:20])[CH2:18][NH:16][C:17]1[N:3]2[CH:4]=[CH:5][CH:6]=[C:7]([O:8][CH2:9][C:10]3[CH:11]=[CH:12][CH:13]=[CH:14][CH:15]=3)[C:2]2=[N:1][C:23]=1[CH3:24]. The catalyst class is: 519. (5) Reactant: [Cl:1][C:2]1[CH:7]=[CH:6][N+:5]([O-])=[CH:4][CH:3]=1.F[B-](F)(F)F.[CH3:14][O+:15](C)C.S(OOS([O-])(=O)=O)([O-])(=O)=O.[NH4+].[NH4+]. Product: [Cl:1][C:2]1[CH:7]=[CH:6][N:5]=[C:4]([CH2:14][OH:15])[CH:3]=1. The catalyst class is: 34.